Dataset: Merck oncology drug combination screen with 23,052 pairs across 39 cell lines. Task: Regression. Given two drug SMILES strings and cell line genomic features, predict the synergy score measuring deviation from expected non-interaction effect. (1) Drug 1: O=P1(N(CCCl)CCCl)NCCCO1. Drug 2: COC1=C2CC(C)CC(OC)C(O)C(C)C=C(C)C(OC(N)=O)C(OC)C=CC=C(C)C(=O)NC(=CC1=O)C2=O. Cell line: ZR751. Synergy scores: synergy=-6.71. (2) Drug 1: N.N.O=C(O)C1(C(=O)O)CCC1.[Pt]. Drug 2: CC1(c2nc3c(C(N)=O)cccc3[nH]2)CCCN1. Cell line: ZR751. Synergy scores: synergy=8.81. (3) Drug 1: O=c1[nH]cc(F)c(=O)[nH]1. Drug 2: CCN(CC)CCNC(=O)c1c(C)[nH]c(C=C2C(=O)Nc3ccc(F)cc32)c1C. Cell line: MDAMB436. Synergy scores: synergy=5.23. (4) Drug 1: CN(C)C(=N)N=C(N)N. Drug 2: COC1CC2CCC(C)C(O)(O2)C(=O)C(=O)N2CCCCC2C(=O)OC(C(C)CC2CCC(OP(C)(C)=O)C(OC)C2)CC(=O)C(C)C=C(C)C(O)C(OC)C(=O)C(C)CC(C)C=CC=CC=C1C. Cell line: ZR751. Synergy scores: synergy=17.1. (5) Drug 1: N.N.O=C(O)C1(C(=O)O)CCC1.[Pt]. Drug 2: CCN(CC)CCNC(=O)c1c(C)[nH]c(C=C2C(=O)Nc3ccc(F)cc32)c1C. Cell line: EFM192B. Synergy scores: synergy=-4.37. (6) Drug 1: COC12C(COC(N)=O)C3=C(C(=O)C(C)=C(N)C3=O)N1CC1NC12. Drug 2: O=C(NOCC(O)CO)c1ccc(F)c(F)c1Nc1ccc(I)cc1F. Cell line: NCIH520. Synergy scores: synergy=-4.11. (7) Drug 1: N#Cc1ccc(Cn2cncc2CN2CCN(c3cccc(Cl)c3)C(=O)C2)cc1. Drug 2: Cn1cc(-c2cnn3c(N)c(Br)c(C4CCCNC4)nc23)cn1. Cell line: COLO320DM. Synergy scores: synergy=15.8. (8) Synergy scores: synergy=-4.20. Drug 2: CC1(c2nc3c(C(N)=O)cccc3[nH]2)CCCN1. Drug 1: COC12C(COC(N)=O)C3=C(C(=O)C(C)=C(N)C3=O)N1CC1NC12. Cell line: OV90. (9) Drug 1: CCC1(O)CC2CN(CCc3c([nH]c4ccccc34)C(C(=O)OC)(c3cc4c(cc3OC)N(C)C3C(O)(C(=O)OC)C(OC(C)=O)C5(CC)C=CCN6CCC43C65)C2)C1. Drug 2: CS(=O)(=O)CCNCc1ccc(-c2ccc3ncnc(Nc4ccc(OCc5cccc(F)c5)c(Cl)c4)c3c2)o1. Cell line: NCIH2122. Synergy scores: synergy=-25.0. (10) Drug 1: O=S1(=O)NC2(CN1CC(F)(F)F)C1CCC2Cc2cc(C=CCN3CCC(C(F)(F)F)CC3)ccc2C1. Drug 2: Cn1nnc2c(C(N)=O)ncn2c1=O. Cell line: A375. Synergy scores: synergy=11.3.